Regression. Given a peptide amino acid sequence and an MHC pseudo amino acid sequence, predict their binding affinity value. This is MHC class I binding data. From a dataset of Peptide-MHC class I binding affinity with 185,985 pairs from IEDB/IMGT. (1) The peptide sequence is LTPFEKEFT. The MHC is HLA-A02:06 with pseudo-sequence HLA-A02:06. The binding affinity (normalized) is 0. (2) The peptide sequence is SEIDLILGY. The MHC is Mamu-B03 with pseudo-sequence Mamu-B03. The binding affinity (normalized) is 0.